From a dataset of Human liver microsome stability data. Regression/Classification. Given a drug SMILES string, predict its absorption, distribution, metabolism, or excretion properties. Task type varies by dataset: regression for continuous measurements (e.g., permeability, clearance, half-life) or binary classification for categorical outcomes (e.g., BBB penetration, CYP inhibition). Dataset: hlm. (1) The compound is COc1cc([C@@]2(O)CCN(CC(N)=O)C[C@@H]2O)ccc1Nc1ncc2ccc(-c3ccccc3OC)n2n1. The result is 0 (unstable in human liver microsomes). (2) The compound is COC(=O)C1COCCN1C(=O)CSc1ccc(C(C)C)cc1. The result is 0 (unstable in human liver microsomes).